Dataset: Reaction yield outcomes from USPTO patents with 853,638 reactions. Task: Predict the reaction yield, written as a fraction of the theoretical maximum amount of product (1.0 means a 100% yield; for example, 0.34 means a 34% yield). (1) The reactants are [CH3:1][C:2]1[C:7]([NH:8][C:9]2[N:14]=[C:13]([C:15]3[CH:16]=[N:17][CH:18]=[CH:19][CH:20]=3)[CH:12]=[CH:11][N:10]=2)=[CH:6][C:5]([N+:21]([O-])=O)=[CH:4][N:3]=1. The catalyst is O.NN.CO. The product is [CH3:1][C:2]1[C:7]([NH:8][C:9]2[N:14]=[C:13]([C:15]3[CH:16]=[N:17][CH:18]=[CH:19][CH:20]=3)[CH:12]=[CH:11][N:10]=2)=[CH:6][C:5]([NH2:21])=[CH:4][N:3]=1. The yield is 0.680. (2) The product is [Cl:1][C:2]1[CH:3]=[C:4]([CH:8]=[C:9]([N:13]([CH3:14])[CH3:12])[N:10]=1)[C:5]([OH:7])=[O:6]. The reactants are [Cl:1][C:2]1[CH:3]=[C:4]([CH:8]=[C:9](Cl)[N:10]=1)[C:5]([OH:7])=[O:6].[CH3:12][NH:13][CH3:14].O1CCCC1. No catalyst specified. The yield is 0.440. (3) The reactants are [C:1]([CH:4]1[CH2:9][N:8]([C:10]2[C:19]3[C:14](=[CH:15][C:16]([Cl:27])=[C:17]([C:20]4[CH:25]=[CH:24][C:23]([Cl:26])=[CH:22][CH:21]=4)[CH:18]=3)[N:13]=[C:12]([CH3:28])[N:11]=2)[CH2:7][CH2:6][N:5]1[C:29]([O:31][C:32]([CH3:35])([CH3:34])[CH3:33])=[O:30])(=O)[NH2:2].CCN(CC)CC.C(OC(C(F)(F)F)=O)(C(F)(F)F)=O. The catalyst is C(Cl)Cl. The product is [Cl:27][C:16]1[CH:15]=[C:14]2[C:19]([C:10]([N:8]3[CH2:7][CH2:6][N:5]([C:29]([O:31][C:32]([CH3:35])([CH3:33])[CH3:34])=[O:30])[CH:4]([C:1]#[N:2])[CH2:9]3)=[N:11][C:12]([CH3:28])=[N:13]2)=[CH:18][C:17]=1[C:20]1[CH:25]=[CH:24][C:23]([Cl:26])=[CH:22][CH:21]=1. The yield is 0.600. (4) The reactants are [O:1]=[C:2]1[CH:7]=[CH:6][N:5]2[N:8]=[CH:9][C:10]([C:11]([O:13]C)=[O:12])=[C:4]2[NH:3]1.[OH-].[Li+].O. The catalyst is C(O)(=O)C. The product is [O:1]=[C:2]1[CH:7]=[CH:6][N:5]2[N:8]=[CH:9][C:10]([C:11]([OH:13])=[O:12])=[C:4]2[NH:3]1. The yield is 0.930.